From a dataset of Full USPTO retrosynthesis dataset with 1.9M reactions from patents (1976-2016). Predict the reactants needed to synthesize the given product. (1) Given the product [CH2:6]([O:8][C:9]([C:11]1[C:16]([O:17][CH2:18][CH3:19])=[C:15]([N:20]2[CH2:21][CH2:22][O:23][CH2:24][CH2:25]2)[N:14]=[C:13]([C:26]2[CH:27]=[CH:28][C:29]([NH:32][C:4]([NH:3][CH2:1][CH3:2])=[O:5])=[CH:30][CH:31]=2)[N:12]=1)=[O:10])[CH3:7], predict the reactants needed to synthesize it. The reactants are: [CH2:1]([N:3]=[C:4]=[O:5])[CH3:2].[CH2:6]([O:8][C:9]([C:11]1[C:16]([O:17][CH2:18][CH3:19])=[C:15]([N:20]2[CH2:25][CH2:24][O:23][CH2:22][CH2:21]2)[N:14]=[C:13]([C:26]2[CH:31]=[CH:30][C:29]([NH2:32])=[CH:28][CH:27]=2)[N:12]=1)=[O:10])[CH3:7]. (2) Given the product [Br:16][C:13]1[N:11]2[N:12]=[C:7]([C:5]3[CH:4]=[N:3][N:2]([CH3:1])[CH:6]=3)[CH:8]=[CH:9][C:10]2=[N:15][CH:14]=1, predict the reactants needed to synthesize it. The reactants are: [CH3:1][N:2]1[CH:6]=[C:5]([C:7]2[CH:8]=[CH:9][C:10]3[N:11]([CH:13]=[CH:14][N:15]=3)[N:12]=2)[CH:4]=[N:3]1.[Br:16]N1C(=O)CCC1=O.CCOC(C)=O. (3) Given the product [OH:15][C:10]1[C:11]([CH2:12][OH:13])=[C:6]([CH:5]=[CH:4][C:1]([OH:3])=[O:2])[CH:7]=[N:8][C:9]=1[CH3:16], predict the reactants needed to synthesize it. The reactants are: [C:1]([CH2:4][CH2:5][C:6]1[C:11]([C:12](O)=[O:13])=[C:10]([OH:15])[C:9]([CH3:16])=[N:8][CH:7]=1)([OH:3])=[O:2].Cl.